From a dataset of Catalyst prediction with 721,799 reactions and 888 catalyst types from USPTO. Predict which catalyst facilitates the given reaction. (1) Reactant: [Cl:1][C:2]1[CH:7]=[C:6]([O:8][C:9]2[C:10]([CH3:18])=[N:11][C:12]([N+:15]([O-])=O)=[CH:13][CH:14]=2)[CH:5]=[CH:4][N:3]=1.O.O.[Sn](Cl)Cl.C([O-])(O)=O.[Na+]. Product: [Cl:1][C:2]1[CH:7]=[C:6]([O:8][C:9]2[CH:14]=[CH:13][C:12]([NH2:15])=[N:11][C:10]=2[CH3:18])[CH:5]=[CH:4][N:3]=1. The catalyst class is: 14. (2) Reactant: [Cl:1][C:2]1[CH:3]=[C:4]([NH:9][C:10]([C:12]2[N:13]=[N:14][S:15][C:16]=2[CH2:17][O:18][Si:19]([CH:26]([CH3:28])[CH3:27])([CH:23]([CH3:25])[CH3:24])[CH:20]([CH3:22])[CH3:21])=O)[CH:5]=[CH:6][C:7]=1[F:8].COC1C=CC(P2(=S)SP(C3C=CC(OC)=CC=3)(=S)[S:38]2)=CC=1. Product: [Cl:1][C:2]1[CH:3]=[C:4]([NH:9][C:10]([C:12]2[N:13]=[N:14][S:15][C:16]=2[CH2:17][O:18][Si:19]([CH:26]([CH3:28])[CH3:27])([CH:23]([CH3:25])[CH3:24])[CH:20]([CH3:22])[CH3:21])=[S:38])[CH:5]=[CH:6][C:7]=1[F:8]. The catalyst class is: 1. (3) Reactant: [C:1]1([NH:7][C:8]2[CH:9]=[C:10]([CH:16]=[CH:17][CH:18]=2)[C:11]([O:13]CC)=[O:12])[CH:6]=[CH:5][CH:4]=[CH:3][CH:2]=1.[OH-].[Na+]. Product: [C:1]1([NH:7][C:8]2[CH:9]=[C:10]([CH:16]=[CH:17][CH:18]=2)[C:11]([OH:13])=[O:12])[CH:2]=[CH:3][CH:4]=[CH:5][CH:6]=1. The catalyst class is: 127. (4) Reactant: Br[C:2]1[CH:7]=[CH:6][C:5]([Br:8])=[CH:4][N:3]=1.[Li]CCCC.[F:14][C:15]([F:25])([F:24])[C:16](OCC(F)(F)F)=[O:17]. Product: [Br:8][C:5]1[CH:6]=[CH:7][C:2]([C:16](=[O:17])[C:15]([F:25])([F:24])[F:14])=[N:3][CH:4]=1. The catalyst class is: 11. (5) Reactant: [Cl:1][C:2]1[CH:7]=[CH:6][C:5]([S:8]([CH2:11][C:12]2[CH:17]=[C:16]([F:18])[CH:15]=[CH:14][C:13]=2[F:19])(=[O:10])=[O:9])=[CH:4][CH:3]=1.[Si:20]([O:27][CH2:28][CH2:29][CH2:30][CH2:31][CH2:32]O)([C:23]([CH3:26])([CH3:25])[CH3:24])([CH3:22])[CH3:21].C(C=P(CCCC)(CCCC)CCCC)#N. Product: [Si:20]([O:27][CH2:28][CH2:29][CH2:30][CH2:31][CH2:32][CH:11]([C:12]1[CH:17]=[C:16]([F:18])[CH:15]=[CH:14][C:13]=1[F:19])[S:8]([C:5]1[CH:6]=[CH:7][C:2]([Cl:1])=[CH:3][CH:4]=1)(=[O:10])=[O:9])([C:23]([CH3:24])([CH3:25])[CH3:26])([CH3:21])[CH3:22]. The catalyst class is: 11. (6) Reactant: [NH2:1][C:2]1[C:3]([CH3:8])=[CH:4][CH:5]=[CH:6][CH:7]=1.[Cl:9][C:10]1[CH:15]=[CH:14][C:13]([N+:16]([O-:18])=[O:17])=[C:12]([N+]([O-])=O)[CH:11]=1. Product: [Cl:9][C:10]1[CH:11]=[CH:12][C:13]([N+:16]([O-:18])=[O:17])=[C:14]([NH:1][C:2]2[CH:7]=[CH:6][CH:5]=[CH:4][C:3]=2[CH3:8])[CH:15]=1. The catalyst class is: 8.